This data is from Oral bioavailability binary classification data from Ma et al.. The task is: Regression/Classification. Given a drug SMILES string, predict its absorption, distribution, metabolism, or excretion properties. Task type varies by dataset: regression for continuous measurements (e.g., permeability, clearance, half-life) or binary classification for categorical outcomes (e.g., BBB penetration, CYP inhibition). Dataset: bioavailability_ma. (1) The drug is CCOc1ccc2ccccc2c1C(=O)N[C@@H]1C(=O)N2[C@@H](C(=O)O)C(C)(C)S[C@H]12. The result is 1 (high bioavailability). (2) The compound is N#Cc1ccc(C(c2ccc(C#N)cc2)n2cncn2)cc1. The result is 1 (high bioavailability). (3) The drug is CCN(CC)C(=O)N[C@H]1C=C2c3cccc4[nH]cc(c34)C[C@H]2N(C)C1. The result is 0 (low bioavailability). (4) The drug is COC(=O)[C@H]1[C@H]2C[C@@H]3c4[nH]c5cc(OC)ccc5c4CCN3C[C@H]2C[C@@H](OC(=O)c2cc(OC)c(OC)c(OC)c2)[C@@H]1OC. The result is 1 (high bioavailability). (5) The drug is O=C1CN=C(c2ccccc2Cl)c2cc([N+](=O)[O-])ccc2N1. The result is 1 (high bioavailability). (6) The compound is NS(=O)(=O)c1cc2c(cc1Cl)N=C(CSCc1ccccc1)NS2(=O)=O. The result is 0 (low bioavailability). (7) The compound is C#C[C@]1(O)CC[C@H]2[C@@H]3CCc4cc(O)ccc4[C@H]3[C@@H](OC)C[C@@]21C. The result is 1 (high bioavailability). (8) The drug is CN1C[C@H](CNC(=O)OCc2ccccc2)C[C@@H]2c3cccc4c3c(cn4C)C[C@H]21. The result is 1 (high bioavailability). (9) The molecule is COc1cc2c(N)nc(N3CCN(C(=O)OCC(C)(C)O)CC3)nc2c(OC)c1OC. The result is 1 (high bioavailability).